From a dataset of Forward reaction prediction with 1.9M reactions from USPTO patents (1976-2016). Predict the product of the given reaction. Given the reactants [NH2:1][C:2]1[CH:3]=[CH:4][C:5]([NH:24][C:25]([O:27][C:28]([CH3:31])([CH3:30])[CH3:29])=[O:26])=[C:6]([CH2:8][CH2:9][C:10]2[CH:11]=[C:12]([NH:16][C:17](=[O:23])[O:18][C:19]([CH3:22])([CH3:21])[CH3:20])[CH:13]=[N:14][CH:15]=2)[CH:7]=1.[Cl:32][C:33]1[N:38]=[C:37](Cl)[C:36]([Cl:40])=[CH:35][N:34]=1, predict the reaction product. The product is: [C:28]([O:27][C:25]([NH:24][C:5]1[CH:4]=[CH:3][C:2]([NH:1][C:35]2[C:36]([Cl:40])=[CH:37][N:38]=[C:33]([Cl:32])[N:34]=2)=[CH:7][C:6]=1[CH2:8][CH2:9][C:10]1[CH:11]=[C:12]([NH:16][C:17](=[O:23])[O:18][C:19]([CH3:22])([CH3:21])[CH3:20])[CH:13]=[N:14][CH:15]=1)=[O:26])([CH3:31])([CH3:30])[CH3:29].